The task is: Predict the reactants needed to synthesize the given product.. This data is from Full USPTO retrosynthesis dataset with 1.9M reactions from patents (1976-2016). (1) Given the product [CH3:1][C:2]1[CH:3]=[C:4]([C:18]2[CH:19]=[C:20]([CH:25]=[CH:26][CH:27]=2)[C:21]([OH:23])=[O:22])[O:5][C:6]=1[CH:7]=[C:8]1[C:16]2[C:11](=[CH:12][CH:13]=[CH:14][CH:15]=2)[NH:10][C:9]1=[O:17], predict the reactants needed to synthesize it. The reactants are: [CH3:1][C:2]1[CH:3]=[C:4]([C:18]2[CH:19]=[C:20]([CH:25]=[CH:26][CH:27]=2)[C:21]([O:23]C)=[O:22])[O:5][C:6]=1[CH:7]=[C:8]1[C:16]2[C:11](=[CH:12][CH:13]=[CH:14][CH:15]=2)[NH:10][C:9]1=[O:17].Cl. (2) Given the product [Cl:8][C:9]1[CH:10]=[C:11]([CH:44]=[CH:45][C:46]=1[F:47])[CH2:12][N:13]1[CH2:22][CH2:21][C:20]2[C:19]([C:23]([N:25]([CH3:26])[CH2:27][C@H:28]([O:34][CH:35]3[CH2:40][CH2:39][CH2:38][CH2:37][O:36]3)[C:29]([CH3:33])([CH3:32])[CH2:30][O:31][S:49]([CH3:48])(=[O:51])=[O:50])=[O:24])=[N:18][C:17]([O:41][S:49]([CH3:48])(=[O:51])=[O:50])=[C:16]([O:42][S:49]([CH3:48])(=[O:51])=[O:50])[C:15]=2[C:14]1=[O:43], predict the reactants needed to synthesize it. The reactants are: C(N(CC)CC)C.[Cl:8][C:9]1[CH:10]=[C:11]([CH:44]=[CH:45][C:46]=1[F:47])[CH2:12][N:13]1[CH2:22][CH2:21][C:20]2[C:15](=[C:16]([OH:42])[C:17](=[O:41])[NH:18][C:19]=2[C:23]([N:25]([CH2:27][C@H:28]([O:34][CH:35]2[CH2:40][CH2:39][CH2:38][CH2:37][O:36]2)[C:29]([CH3:33])([CH3:32])[CH2:30][OH:31])[CH3:26])=[O:24])[C:14]1=[O:43].[CH3:48][S:49](Cl)(=[O:51])=[O:50]. (3) Given the product [CH2:14]([NH:1][CH2:2][CH:3]1[CH2:6][CH2:5][N:4]1[C:7]([O:9][C:10]([CH3:13])([CH3:12])[CH3:11])=[O:8])[C:15]1[CH:20]=[CH:19][CH:18]=[CH:17][CH:16]=1, predict the reactants needed to synthesize it. The reactants are: [NH2:1][CH2:2][CH:3]1[CH2:6][CH2:5][N:4]1[C:7]([O:9][C:10]([CH3:13])([CH3:12])[CH3:11])=[O:8].[CH:14](=O)[C:15]1[CH:20]=[CH:19][CH:18]=[CH:17][CH:16]=1.[BH4-].[Na+]. (4) The reactants are: [CH3:1][O:2][CH2:3][CH2:4]Br.[N+:6]([C:9]1[CH:10]=[C:11]([OH:15])[CH:12]=[CH:13][CH:14]=1)([O-:8])=[O:7].C(=O)([O-])[O-].[K+].[K+]. Given the product [CH3:1][O:2][CH2:3][CH2:4][O:15][C:11]1[CH:12]=[CH:13][CH:14]=[C:9]([N+:6]([O-:8])=[O:7])[CH:10]=1, predict the reactants needed to synthesize it. (5) Given the product [Cl:18][C:15]1[CH:16]=[CH:17][C:12]([NH:11][C:9](=[O:10])[NH:8][C:3]2[CH:4]=[CH:5][CH:6]=[CH:7][C:2]=2[NH:1][S:32]([C:26]2[CH:31]=[CH:30][CH:29]=[CH:28][CH:27]=2)(=[O:34])=[O:33])=[CH:13][CH:14]=1, predict the reactants needed to synthesize it. The reactants are: [NH2:1][C:2]1[CH:7]=[CH:6][CH:5]=[CH:4][C:3]=1[NH:8][C:9]([NH:11][C:12]1[CH:17]=[CH:16][C:15]([Cl:18])=[CH:14][CH:13]=1)=[O:10].C(N(CC)CC)C.[C:26]1([S:32](Cl)(=[O:34])=[O:33])[CH:31]=[CH:30][CH:29]=[CH:28][CH:27]=1. (6) Given the product [CH2:1]([C:3]1[CH:8]=[CH:7][CH:6]=[C:5]([CH3:9])[C:4]=1[C:26]([OH:25])=[O:22])[CH3:2], predict the reactants needed to synthesize it. The reactants are: [CH2:1]([C:3]1[CH:8]=[CH:7][CH:6]=[C:5]([CH3:9])[C:4]=1I)[CH3:2].C(#N)C.C(N(CC)CC)C.[C]=[O:22].C([O:25][CH2:26]C)C.